This data is from Forward reaction prediction with 1.9M reactions from USPTO patents (1976-2016). The task is: Predict the product of the given reaction. (1) Given the reactants [Br:1][C:2]1[C:3]([C:9]#[N:10])=[N:4][CH:5]=[C:6](F)[CH:7]=1.CCN(C(C)C)C(C)C.[NH2:20][C@@H:21]1[CH2:26][CH2:25][O:24][CH2:23][C@@H:22]1[NH:27][C:28](=[O:34])[O:29][C:30]([CH3:33])([CH3:32])[CH3:31], predict the reaction product. The product is: [Br:1][C:2]1[CH:7]=[C:6]([NH:20][C@@H:21]2[CH2:26][CH2:25][O:24][CH2:23][C@@H:22]2[NH:27][C:28](=[O:34])[O:29][C:30]([CH3:32])([CH3:31])[CH3:33])[CH:5]=[N:4][C:3]=1[C:9]#[N:10]. (2) The product is: [N+:7]([C:10]1[CH:11]=[CH:12][C:13]([C:14]([O:6][CH:1]2[CH2:5][CH:4]=[CH:3][CH2:2]2)=[O:15])=[CH:17][CH:18]=1)([O-:9])=[O:8]. Given the reactants [CH:1]1([OH:6])[CH2:5][CH:4]=[CH:3][CH2:2]1.[N+:7]([C:10]1[CH:18]=[CH:17][C:13]([C:14](Cl)=[O:15])=[CH:12][CH:11]=1)([O-:9])=[O:8], predict the reaction product. (3) Given the reactants Cl.[NH:2]([C:4]1[CH:9]=[C:8]([C:10]#[N:11])[CH:7]=[CH:6][N:5]=1)[NH2:3].CN(C)/[CH:14]=[CH:15]/[C:16]([C:18]1[CH:23]=[CH:22][CH:21]=[C:20]([O:24][CH3:25])[CH:19]=1)=O, predict the reaction product. The product is: [CH3:25][O:24][C:20]1[CH:19]=[C:18]([C:16]2[N:2]([C:4]3[CH:9]=[C:8]([C:10]#[N:11])[CH:7]=[CH:6][N:5]=3)[N:3]=[CH:14][CH:15]=2)[CH:23]=[CH:22][CH:21]=1. (4) Given the reactants [CH3:1][C:2]1([C:5]2[O:9][N:8]=[C:7]([C:10]([O:12][CH2:13][CH3:14])=[O:11])[CH:6]=2)[CH2:4][CH2:3]1.[I:15]N1C(=O)CCC1=O, predict the reaction product. The product is: [CH2:13]([O:12][C:10]([C:7]1[C:6]([I:15])=[C:5]([C:2]2([CH3:1])[CH2:3][CH2:4]2)[O:9][N:8]=1)=[O:11])[CH3:14]. (5) Given the reactants [Cl:1][C:2]1[CH:7]=[CH:6][C:5]([C:8]2[C:9]([CH3:14])=[N:10][NH:11][C:12]=2[NH2:13])=[CH:4][CH:3]=1.[CH3:15][O:16][C:17]1[CH:22]=[CH:21][C:20]([C:23](=O)[CH2:24][C:25](OC)=[O:26])=[CH:19][CH:18]=1, predict the reaction product. The product is: [Cl:1][C:2]1[CH:3]=[CH:4][C:5]([C:8]2[C:9]([CH3:14])=[N:10][N:11]3[C:25](=[O:26])[CH:24]=[C:23]([C:20]4[CH:19]=[CH:18][C:17]([O:16][CH3:15])=[CH:22][CH:21]=4)[NH:13][C:12]=23)=[CH:6][CH:7]=1. (6) The product is: [CH:1]12[CH2:7][CH:4]([CH2:5][CH2:6]1)[CH2:3][CH:2]2[N:8]1[C:11](=[O:12])[C:10]([CH3:14])([CH3:13])[N:9]1[CH2:18][C:17]1[CH:20]=[C:21]([Cl:24])[CH:22]=[CH:23][C:16]=1[Cl:15]. Given the reactants [CH:1]12[CH2:7][CH:4]([CH2:5][CH2:6]1)[CH2:3][CH:2]2[N:8]1[C:11](=[O:12])[C:10]([CH3:14])([CH3:13])[NH:9]1.[Cl:15][C:16]1[CH:23]=[CH:22][C:21]([Cl:24])=[CH:20][C:17]=1[CH2:18]Br, predict the reaction product. (7) Given the reactants CN(OC)[C:3]([C@@H:5]1[CH2:10][CH2:9][C@H:8]([NH:11][C:12](=[O:18])[O:13][C:14]([CH3:17])([CH3:16])[CH3:15])[CH2:7][CH2:6]1)=[O:4].[CH3:21][Mg]Br.Cl, predict the reaction product. The product is: [C:3]([C@@H:5]1[CH2:6][CH2:7][C@H:8]([NH:11][C:12](=[O:18])[O:13][C:14]([CH3:15])([CH3:16])[CH3:17])[CH2:9][CH2:10]1)(=[O:4])[CH3:21].